Dataset: Forward reaction prediction with 1.9M reactions from USPTO patents (1976-2016). Task: Predict the product of the given reaction. (1) Given the reactants [C:1]([O:5][C:6]([N:8]1[CH2:15][CH2:14][CH2:13][C@H:9]1[C:10]([OH:12])=O)=[O:7])([CH3:4])([CH3:3])[CH3:2].[N:16]1([C:21]2[CH:26]=[CH:25][C:24]([C:27]([F:30])([F:29])[F:28])=[CH:23][C:22]=2[CH2:31][NH2:32])[CH:20]=[N:19][N:18]=[N:17]1.C(Cl)CCl.C1C=NC2N(O)N=NC=2C=1, predict the reaction product. The product is: [C:1]([O:5][C:6]([N:8]1[CH2:15][CH2:14][CH2:13][C@H:9]1[C:10]([NH:32][CH2:31][C:22]1[CH:23]=[C:24]([C:27]([F:28])([F:29])[F:30])[CH:25]=[CH:26][C:21]=1[N:16]1[CH:20]=[N:19][N:18]=[N:17]1)=[O:12])=[O:7])([CH3:2])([CH3:3])[CH3:4]. (2) Given the reactants [CH2:1]([O:3][C:4]([CH:6]1[CH2:11][NH:10][CH2:9][CH2:8][N:7]1[S:12]([C:15]1[CH:20]=[CH:19][C:18]([O:21][CH2:22][C:23]#[C:24][CH3:25])=[CH:17][CH:16]=1)(=[O:14])=[O:13])=[O:5])[CH3:2].C(N(CC)CC)C.[C:33](Cl)(=[O:35])[CH3:34], predict the reaction product. The product is: [CH2:1]([O:3][C:4]([CH:6]1[CH2:11][N:10]([C:33](=[O:35])[CH3:34])[CH2:9][CH2:8][N:7]1[S:12]([C:15]1[CH:20]=[CH:19][C:18]([O:21][CH2:22][C:23]#[C:24][CH3:25])=[CH:17][CH:16]=1)(=[O:13])=[O:14])=[O:5])[CH3:2]. (3) Given the reactants [Br:1][C:2]1[CH:11]=[C:10]2[C:5]([CH2:6][CH2:7][CH2:8][C:9]2=NNC(N)=S)=[CH:4][CH:3]=1.C[OH:18].NNC(N)=S, predict the reaction product. The product is: [Br:1][C:2]1[CH:11]=[C:10]2[C:5]([CH2:6][CH2:7][CH2:8][C:9]2=[O:18])=[CH:4][CH:3]=1. (4) Given the reactants C[O:2][C:3]([C:5]1[O:6][C:7]([NH:10][C:11]([C@H:13]2[C@H:17]([C:18]3[CH:23]=[CH:22][CH:21]=[C:20]([Cl:24])[C:19]=3[F:25])[C@:16]([C:28]3[CH:33]=[CH:32][C:31]([Cl:34])=[CH:30][C:29]=3[F:35])([C:26]#[N:27])[C@H:15]([CH2:36][C:37]([CH3:40])([CH3:39])[CH3:38])[NH:14]2)=[O:12])=[CH:8][CH:9]=1)=[O:4].[Li+].[OH-].Cl, predict the reaction product. The product is: [Cl:24][C:20]1[C:19]([F:25])=[C:18]([C@@H:17]2[C@:16]([C:28]3[CH:33]=[CH:32][C:31]([Cl:34])=[CH:30][C:29]=3[F:35])([C:26]#[N:27])[C@H:15]([CH2:36][C:37]([CH3:40])([CH3:39])[CH3:38])[NH:14][C@H:13]2[C:11]([NH:10][C:7]2[O:6][C:5]([C:3]([OH:4])=[O:2])=[CH:9][CH:8]=2)=[O:12])[CH:23]=[CH:22][CH:21]=1. (5) The product is: [F:1][C:2]1[CH:7]=[CH:6][C:5]([CH:8]([C:47]2[CH:52]=[CH:51][CH:50]=[CH:49][CH:48]=2)[C@@:9]([NH:39][C:40](=[O:46])[O:41][C:42]([CH3:43])([CH3:44])[CH3:45])([C:10]2[O:11][C:14]([C:15]3[CH:20]=[C:19]([N:21]([CH3:26])[S:22]([CH3:25])(=[O:24])=[O:23])[N:18]=[C:17]([N:27]([CH2:33][CH2:34][O:35][CH3:36])[CH2:28][C@@H:29]4[CH2:31][C@H:30]4[CH3:32])[CH:16]=3)=[N:13][N:12]=2)[CH3:38])=[CH:4][CH:3]=1. Given the reactants [F:1][C:2]1[CH:7]=[CH:6][C:5]([CH2:8][C@:9]([NH:39][C:40](=[O:46])[O:41][C:42]([CH3:45])([CH3:44])[CH3:43])([CH3:38])[C:10]([NH:12][NH:13][C:14](=O)[C:15]2[CH:20]=[C:19]([N:21]([CH3:26])[S:22]([CH3:25])(=[O:24])=[O:23])[N:18]=[C:17]([N:27]([CH2:33][CH2:34][O:35][CH3:36])[CH2:28][CH:29]3[CH2:31][CH:30]3[CH3:32])[CH:16]=2)=[O:11])=[CH:4][CH:3]=1.[C:47]1(P([C:47]2[CH:52]=[CH:51][CH:50]=[CH:49][CH:48]=2)[C:47]2[CH:52]=[CH:51][CH:50]=[CH:49][CH:48]=2)[CH:52]=[CH:51][CH:50]=[CH:49][CH:48]=1.N1C=CN=C1.C(Br)(Br)(Br)Br, predict the reaction product. (6) Given the reactants [NH:1]1[CH:5]=[CH:4][N:3]=[CH:2]1.CC(C)([O-])C.[K+].[CH2:12]([O:19][C:20]1[CH:25]=[CH:24][C:23]([Cl:26])=[CH:22][C:21]=1[C:27]1([CH3:30])[CH2:29][O:28]1)[C:13]1[CH:18]=[CH:17][CH:16]=[CH:15][CH:14]=1, predict the reaction product. The product is: [CH2:12]([O:19][C:20]1[CH:25]=[CH:24][C:23]([Cl:26])=[CH:22][C:21]=1[C:27]([OH:28])([CH3:29])[CH2:30][N:1]1[CH:5]=[CH:4][N:3]=[CH:2]1)[C:13]1[CH:14]=[CH:15][CH:16]=[CH:17][CH:18]=1. (7) Given the reactants [Br:1][C:2]1[CH:7]=[CH:6][C:5]([CH3:8])=[CH:4][C:3]=1[F:9].Br[N:11]1C(=O)CC[C:12]1=O.C(OOC(=O)C1C=CC=CC=1)(=O)C1C=CC=CC=1.[C-]#N.[Na+], predict the reaction product. The product is: [Br:1][C:2]1[CH:7]=[CH:6][C:5]([CH2:8][C:12]#[N:11])=[CH:4][C:3]=1[F:9]. (8) Given the reactants [NH2:1][C:2]1[N:6]([CH:7]2[CH2:12][CH2:11][CH2:10][NH:9][CH2:8]2)[N:5]=[C:4]([C:13]2[CH:18]=[CH:17][C:16]([O:19][C:20]3[CH:25]=[CH:24][CH:23]=[CH:22][CH:21]=3)=[CH:15][CH:14]=2)[C:3]=1[C:26]([NH2:28])=[O:27].Br[CH2:30]/[CH:31]=[CH:32]/[C:33]([N:35]([CH3:37])[CH3:36])=[O:34].C([O-])([O-])=O.[K+].[K+], predict the reaction product. The product is: [NH2:1][C:2]1[N:6]([CH:7]2[CH2:12][CH2:11][CH2:10][N:9]([CH2:30]/[CH:31]=[CH:32]/[C:33]([N:35]([CH3:37])[CH3:36])=[O:34])[CH2:8]2)[N:5]=[C:4]([C:13]2[CH:14]=[CH:15][C:16]([O:19][C:20]3[CH:25]=[CH:24][CH:23]=[CH:22][CH:21]=3)=[CH:17][CH:18]=2)[C:3]=1[C:26]([NH2:28])=[O:27].